From a dataset of Forward reaction prediction with 1.9M reactions from USPTO patents (1976-2016). Predict the product of the given reaction. (1) Given the reactants [C:1]([NH:5][C:6]1[C:11]([C:12]([O:14]CC)=[O:13])=[CH:10][N:9]=[C:8]([S:17][CH3:18])[N:7]=1)([CH3:4])([CH3:3])[CH3:2].[OH-].[Na+].C(O)(=O)CC(CC(O)=O)(C(O)=O)O, predict the reaction product. The product is: [C:1]([NH:5][C:6]1[C:11]([C:12]([OH:14])=[O:13])=[CH:10][N:9]=[C:8]([S:17][CH3:18])[N:7]=1)([CH3:4])([CH3:3])[CH3:2]. (2) Given the reactants P([CH2:5][C:6]([O:8][CH3:9])=[O:7])(O)(O)=O.[H-].[Na+].[H][H].[CH3:14][O:15][C:16]1[CH:21]=[CH:20][C:19]2[NH:22][CH:23]=[C:24]([CH:25]=O)[C:18]=2[CH:17]=1.P(=O)([O-])[O-], predict the reaction product. The product is: [CH3:9][O:8][C:6](=[O:7])[CH:5]=[CH:25][C:24]1[C:18]2[C:19](=[CH:20][CH:21]=[C:16]([O:15][CH3:14])[CH:17]=2)[NH:22][CH:23]=1.